This data is from Forward reaction prediction with 1.9M reactions from USPTO patents (1976-2016). The task is: Predict the product of the given reaction. Given the reactants Br[C:2]1[CH:3]=[C:4]2[C:8](=[CH:9][CH:10]=1)[NH:7][C:6]([CH:11]=[O:12])=[CH:5]2.[CH2:13](B(O)O)[CH2:14][CH:15]([CH3:17])[CH3:16], predict the reaction product. The product is: [CH2:13]([C:2]1[CH:3]=[C:4]2[C:8](=[CH:9][CH:10]=1)[NH:7][C:6]([CH:11]=[O:12])=[CH:5]2)[CH2:14][CH:15]([CH3:17])[CH3:16].